Dataset: Peptide-MHC class II binding affinity with 134,281 pairs from IEDB. Task: Regression. Given a peptide amino acid sequence and an MHC pseudo amino acid sequence, predict their binding affinity value. This is MHC class II binding data. (1) The peptide sequence is TLTARCLRLESSSLR. The MHC is H-2-IAd with pseudo-sequence H-2-IAd. The binding affinity (normalized) is 0.733. (2) The binding affinity (normalized) is 0.277. The MHC is DRB1_0401 with pseudo-sequence DRB1_0401. The peptide sequence is YFVGKMYFNLIDT. (3) The peptide sequence is SQDLELSWNLNGSQAY. The MHC is DRB1_0401 with pseudo-sequence DRB1_0401. The binding affinity (normalized) is 0.542. (4) The peptide sequence is KNPQEETLQAFDSHYDYTIC. The MHC is DRB1_0301 with pseudo-sequence DRB1_0301. The binding affinity (normalized) is 0.0929. (5) The peptide sequence is YDFNKLTALAVSQLT. The MHC is DRB1_0404 with pseudo-sequence DRB1_0404. The binding affinity (normalized) is 0.587. (6) The peptide sequence is CDGRGKSTRSTTDSG. The MHC is DRB3_0202 with pseudo-sequence DRB3_0202. The binding affinity (normalized) is 0. (7) The peptide sequence is RDAVGTNLPLQLGFS. The MHC is DRB1_0101 with pseudo-sequence DRB1_0101. The binding affinity (normalized) is 0.841.